This data is from Merck oncology drug combination screen with 23,052 pairs across 39 cell lines. The task is: Regression. Given two drug SMILES strings and cell line genomic features, predict the synergy score measuring deviation from expected non-interaction effect. Drug 1: O=S1(=O)NC2(CN1CC(F)(F)F)C1CCC2Cc2cc(C=CCN3CCC(C(F)(F)F)CC3)ccc2C1. Drug 2: NC1(c2ccc(-c3nc4ccn5c(=O)[nH]nc5c4cc3-c3ccccc3)cc2)CCC1. Cell line: T47D. Synergy scores: synergy=33.4.